Dataset: Catalyst prediction with 721,799 reactions and 888 catalyst types from USPTO. Task: Predict which catalyst facilitates the given reaction. (1) Reactant: [H-].[Na+].[Cl:3][C:4]1[C:5]2[CH:12]=[CH:11][NH:10][C:6]=2[N:7]=[CH:8][N:9]=1.[CH3:13][C:14]1[CH:39]=[CH:38][C:17]([C:18]([O:20][C@H:21]2[CH2:25][C@@H:24](Cl)[O:23][C@@H:22]2[CH2:27][O:28][C:29](=[O:37])[C:30]2[CH:35]=[CH:34][C:33]([CH3:36])=[CH:32][CH:31]=2)=[O:19])=[CH:16][CH:15]=1. Product: [CH3:13][C:14]1[CH:15]=[CH:16][C:17]([C:18]([O:20][C@H:21]2[CH2:25][C@H:24]([N:10]3[C:6]4[N:7]=[CH:8][N:9]=[C:4]([Cl:3])[C:5]=4[CH:12]=[CH:11]3)[O:23][C@@H:22]2[CH2:27][O:28][C:29](=[O:37])[C:30]2[CH:31]=[CH:32][C:33]([CH3:36])=[CH:34][CH:35]=2)=[O:19])=[CH:38][CH:39]=1. The catalyst class is: 10. (2) Product: [C:5]([O:4][C:1]1[C:16]([CH3:17])=[C:12]([CH:11]=[CH:10][CH:2]=1)[C:13]([OH:15])=[O:14])(=[O:7])[CH3:6]. Reactant: [C:1]([O:4][C:5](=[O:7])[CH3:6])(=O)[CH3:2].Cl.O[C:10]1[C:11](C)=[C:12]([CH:16]=[CH:17]C=1)[C:13]([OH:15])=[O:14]. The catalyst class is: 801. (3) Reactant: [H-].[H-].[H-].[H-].[Li+].[Al+3].[C:7]1([C:13](=[C:29]2[CH2:34][C:33]([CH3:36])([CH3:35])[CH2:32][C:31]([CH3:38])([CH3:37])[CH2:30]2)[C:14]2[CH:19]=[CH:18][C:17]([O:20][CH2:21][CH2:22][CH2:23][C:24](OCC)=[O:25])=[CH:16][CH:15]=2)[CH:12]=[CH:11][CH:10]=[CH:9][CH:8]=1. Product: [C:7]1([C:13](=[C:29]2[CH2:34][C:33]([CH3:36])([CH3:35])[CH2:32][C:31]([CH3:38])([CH3:37])[CH2:30]2)[C:14]2[CH:19]=[CH:18][C:17]([O:20][CH2:21][CH2:22][CH2:23][CH2:24][OH:25])=[CH:16][CH:15]=2)[CH:8]=[CH:9][CH:10]=[CH:11][CH:12]=1. The catalyst class is: 1. (4) Reactant: C[O:2][C:3]([C:5]1([O:13][C@@H:12]([C@@H:14]([C@@H:16]([CH2:18][OH:19])[OH:17])[OH:15])[C@:10]([NH:20][C:21](=[O:27])[CH2:22][CH2:23][C:24](=[O:26])[CH3:25])([NH2:11])[C@@H:8]([OH:9])[CH2:7]1)[OH:6])=[O:4].C[O-].[Na+]. Product: [O:27]=[C:21]([NH:20][C@:10]1([NH2:11])[C@H:12]([C@@H:14]([C@@H:16]([CH2:18][OH:19])[OH:17])[OH:15])[O:13][C:5]([OH:6])([C:3](=[O:2])[OH:4])[CH2:7][C@@H:8]1[OH:9])[CH2:22][CH2:23][C:24](=[O:26])[CH3:25]. The catalyst class is: 24. (5) The catalyst class is: 73. Product: [CH3:34][O:33][C:19]1[CH:20]=[C:21]([C:14]2[CH:13]=[N:12][C:11]3=[C:7]([N:4]4[CH2:5][CH2:6][O:1][CH2:2][CH2:3]4)[S:8][N:9]=[C:10]3[CH:15]=2)[CH:22]=[CH:23][C:18]=1[NH2:17]. Reactant: [O:1]1[CH2:6][CH2:5][N:4]([C:7]2[S:8][N:9]=[C:10]3[CH:15]=[C:14](Br)[CH:13]=[N:12][C:11]=23)[CH2:3][CH2:2]1.[NH2:17][C:18]1[CH:23]=[CH:22][C:21](B2OC(C)(C)C(C)(C)O2)=[CH:20][C:19]=1[O:33][CH3:34].C([O-])([O-])=O.[K+].[K+]. (6) Reactant: Br[C:2]1[C:7]2[NH:8][C:9](=[O:30])[N:10]([C:12]3[CH:21]=[C:20]4[C:15]([CH2:16][CH2:17][CH:18]([C:22]5[C:27]([F:28])=[CH:26][CH:25]=[CH:24][N:23]=5)[O:19]4)=[CH:14][C:13]=3[Cl:29])[CH2:11][C:6]=2[C:5]([Cl:31])=[CH:4][N:3]=1.[Cu][C:33]#[N:34].C(=O)([O-])O.[Na+]. Product: [Cl:31][C:5]1[C:6]2[CH2:11][N:10]([C:12]3[CH:21]=[C:20]4[C:15]([CH2:16][CH2:17][CH:18]([C:22]5[C:27]([F:28])=[CH:26][CH:25]=[CH:24][N:23]=5)[O:19]4)=[CH:14][C:13]=3[Cl:29])[C:9](=[O:30])[NH:8][C:7]=2[C:2]([C:33]#[N:34])=[N:3][CH:4]=1. The catalyst class is: 3. (7) Reactant: Cl[C:2]1[N:7]=[C:6]([C:8]([O:10][CH3:11])=[O:9])[C:5]([CH3:12])=[CH:4][CH:3]=1.[OH:13][CH2:14][C:15]1[CH:16]=[C:17](B(O)O)[CH:18]=[CH:19][CH:20]=1.C([O-])([O-])=O.[K+].[K+].C(Cl)Cl. Product: [OH:13][CH2:14][C:15]1[CH:20]=[C:19]([C:2]2[N:7]=[C:6]([C:8]([O:10][CH3:11])=[O:9])[C:5]([CH3:12])=[CH:4][CH:3]=2)[CH:18]=[CH:17][CH:16]=1. The catalyst class is: 117. (8) The catalyst class is: 55. Reactant: C(OC([N:8]1[CH2:13][CH2:12][CH:11]([NH:14][C:15]2[CH:20]=[CH:19][C:18]([S:21][C:22]([F:25])([F:24])[F:23])=[CH:17][CH:16]=2)[CH2:10][CH2:9]1)=O)(C)(C)C.[Cl:26]CCl. Product: [ClH:26].[NH:8]1[CH2:13][CH2:12][CH:11]([NH:14][C:15]2[CH:16]=[CH:17][C:18]([S:21][C:22]([F:24])([F:23])[F:25])=[CH:19][CH:20]=2)[CH2:10][CH2:9]1.[ClH:26].